Dataset: CYP2C19 inhibition data for predicting drug metabolism from PubChem BioAssay. Task: Regression/Classification. Given a drug SMILES string, predict its absorption, distribution, metabolism, or excretion properties. Task type varies by dataset: regression for continuous measurements (e.g., permeability, clearance, half-life) or binary classification for categorical outcomes (e.g., BBB penetration, CYP inhibition). Dataset: cyp2c19_veith. (1) The drug is CCOc1ccc(NC(=O)C(=O)NCC2CCCN2CC)cc1. The result is 0 (non-inhibitor). (2) The drug is Cc1nc2cncnc2n(Cc2ccccc2)c1=O. The result is 1 (inhibitor). (3) The result is 1 (inhibitor). The compound is CCc1ccc(C(C(=O)NCc2ccc(OC)cc2)N(CCOC)C(=O)Cc2cccs2)cc1. (4) The compound is COC(=O)c1cc(NC(=O)N2c3ccccc3Sc3ccccc32)cc(C(=O)OC)c1. The result is 1 (inhibitor). (5) The drug is O=C(c1coc2ccccc2c1=O)N1CCN(c2cccc(C(F)(F)F)c2)CC1. The result is 1 (inhibitor).